Dataset: Peptide-MHC class II binding affinity with 134,281 pairs from IEDB. Task: Regression. Given a peptide amino acid sequence and an MHC pseudo amino acid sequence, predict their binding affinity value. This is MHC class II binding data. (1) The peptide sequence is SMEYKKDFLITARKP. The MHC is DRB1_1302 with pseudo-sequence DRB1_1302. The binding affinity (normalized) is 0.238. (2) The peptide sequence is ALGAQKEAISPPDAA. The MHC is DRB5_0101 with pseudo-sequence DRB5_0101. The binding affinity (normalized) is 0.234. (3) The peptide sequence is AAIVNKLKAILVDLE. The MHC is HLA-DQA10102-DQB10602 with pseudo-sequence HLA-DQA10102-DQB10602. The binding affinity (normalized) is 0. (4) The peptide sequence is GFPVRPQVPLRPMTYKGAFDL. The binding affinity (normalized) is 0.470. The MHC is HLA-DQA10301-DQB10301 with pseudo-sequence HLA-DQA10301-DQB10301. (5) The peptide sequence is GNGCFKIYHKCDNAC. The MHC is DRB1_0901 with pseudo-sequence DRB1_0901. The binding affinity (normalized) is 0.0643. (6) The binding affinity (normalized) is 0.513. The MHC is DRB1_1101 with pseudo-sequence DRB1_1101. The peptide sequence is NGCFKIYHKCDNACI. (7) The peptide sequence is INKPTAAAIAYGLDR. The MHC is HLA-DQA10501-DQB10301 with pseudo-sequence HLA-DQA10501-DQB10301. The binding affinity (normalized) is 0.729. (8) The peptide sequence is IDTLKKNENIKEL. The MHC is DRB1_1302 with pseudo-sequence DRB1_1302. The binding affinity (normalized) is 0.745. (9) The peptide sequence is ARILDGDNLFPKV. The MHC is DRB1_0401 with pseudo-sequence DRB1_0401. The binding affinity (normalized) is 0.266. (10) The peptide sequence is EVTMLYVVASPDLMT. The MHC is DRB1_0401 with pseudo-sequence DRB1_0401. The binding affinity (normalized) is 0.569.